The task is: Predict the reactants needed to synthesize the given product.. This data is from Full USPTO retrosynthesis dataset with 1.9M reactions from patents (1976-2016). (1) Given the product [CH3:1][O:2][C@H:3]1[CH2:7][CH2:6][N:5]([CH2:8][C:9]2[N:10]=[CH:11][C:12]([NH2:15])=[CH:13][CH:14]=2)[CH2:4]1, predict the reactants needed to synthesize it. The reactants are: [CH3:1][O:2][C@H:3]1[CH2:7][CH2:6][N:5]([CH2:8][C:9]2[CH:14]=[CH:13][C:12]([N+:15]([O-])=O)=[CH:11][N:10]=2)[CH2:4]1. (2) Given the product [Cl:1][C:2]1[CH:7]=[C:6]([F:8])[CH:5]=[CH:4][C:3]=1[NH:9][S:10]([CH:13]1[CH2:14][CH2:15][C:16]2([O:24][CH2:25][C:32]([CH2:33][OH:34])([CH2:31][OH:30])[CH2:27][O:26]2)[CH:17]=[C:18]1[C:19]([O:21][CH2:22][CH3:23])=[O:20])(=[O:11])=[O:12], predict the reactants needed to synthesize it. The reactants are: [Cl:1][C:2]1[CH:7]=[C:6]([F:8])[CH:5]=[CH:4][C:3]=1[NH:9][S:10]([CH:13]1[C:18]([C:19]([O:21][CH2:22][CH3:23])=[O:20])=[CH:17][C:16]([O:26][CH3:27])([O:24][CH3:25])[CH2:15][CH2:14]1)(=[O:12])=[O:11].C[Si](C)(C)[O:30][CH2:31][C:32](CO[Si](C)(C)C)(CO[Si](C)(C)C)[CH2:33][O:34][Si](C)(C)C.O. (3) Given the product [CH2:17]([O:24][C:25]1[C:26]([Cl:35])=[CH:27][C:28]([C:29]([N:3]2[C:4]3[C:9](=[CH:8][CH:7]=[CH:6][CH:5]=3)[CH2:10][CH:2]2[CH3:1])=[O:30])=[CH:32][C:33]=1[Cl:34])[C:18]1[CH:19]=[CH:20][CH:21]=[CH:22][CH:23]=1, predict the reactants needed to synthesize it. The reactants are: [CH3:1][CH:2]1[CH2:10][C:9]2[C:4](=[CH:5][CH:6]=[CH:7][CH:8]=2)[NH:3]1.N1C=CC=CC=1.[CH2:17]([O:24][C:25]1[C:33]([Cl:34])=[CH:32][C:28]([C:29](Cl)=[O:30])=[CH:27][C:26]=1[Cl:35])[C:18]1[CH:23]=[CH:22][CH:21]=[CH:20][CH:19]=1. (4) Given the product [F:31][C:2]([F:1])([F:30])[C@H:3]1[CH2:8][CH2:7][C@H:6]([NH:9][C:10](=[O:29])[C:11]2[CH:16]=[C:15]([NH2:17])[C:14]([NH:20][CH3:21])=[C:13]([F:22])[C:12]=2[N:23]2[CH2:27][CH2:26][C@@H:25]([F:28])[CH2:24]2)[CH2:5][CH2:4]1, predict the reactants needed to synthesize it. The reactants are: [F:1][C:2]([F:31])([F:30])[C@H:3]1[CH2:8][CH2:7][C@H:6]([NH:9][C:10](=[O:29])[C:11]2[CH:16]=[C:15]([N+:17]([O-])=O)[C:14]([NH:20][CH3:21])=[C:13]([F:22])[C:12]=2[N:23]2[CH2:27][CH2:26][C@@H:25]([F:28])[CH2:24]2)[CH2:5][CH2:4]1.CO. (5) Given the product [CH3:61][O:62][C:63]1[CH:68]=[C:67]([O:69][CH3:70])[CH:66]=[CH:65][C:64]=1[CH2:71][N:11]1[C:10](=[O:21])[C:9]([CH2:8][C:7]2[CH:6]=[CH:5][C:4]([C:22]3[C:23]([C:28]#[N:29])=[CH:24][CH:25]=[CH:26][CH:27]=3)=[CH:3][C:2]=2[F:1])=[C:14]([CH2:15][CH2:16][CH3:17])[N:13]2[N:18]=[CH:19][N:20]=[C:12]12, predict the reactants needed to synthesize it. The reactants are: [F:1][C:2]1[CH:3]=[C:4]([C:22]2[C:23]([C:28]#[N:29])=[CH:24][CH:25]=[CH:26][CH:27]=2)[CH:5]=[CH:6][C:7]=1[CH2:8][C:9]1[C:10](=[O:21])[NH:11][C:12]2[N:13]([N:18]=[CH:19][N:20]=2)[C:14]=1[CH2:15][CH2:16][CH3:17].N(C(N1CCCCC1)=O)=NC(N1CCCCC1)=O.C(P(CCCC)CCCC)CCC.[CH3:61][O:62][C:63]1[CH:68]=[C:67]([O:69][CH3:70])[CH:66]=[CH:65][C:64]=1[CH2:71]O. (6) The reactants are: [CH3:1][C:2]1[N:7]=[C:6]([S:8](Cl)(=[O:10])=[O:9])[CH:5]=[CH:4][CH:3]=1.[NH2:12][C:13]1[CH:14]=[C:15]([CH:21]=[CH:22][CH:23]=1)[C:16]([O:18]CC)=[O:17].N1C=CC=CC=1S(NC1C=C(C=CC=1)C(O)=O)(=O)=O. Given the product [CH3:1][C:2]1[N:7]=[C:6]([S:8]([NH:12][C:13]2[CH:14]=[C:15]([CH:21]=[CH:22][CH:23]=2)[C:16]([OH:18])=[O:17])(=[O:10])=[O:9])[CH:5]=[CH:4][CH:3]=1, predict the reactants needed to synthesize it.